From a dataset of Catalyst prediction with 721,799 reactions and 888 catalyst types from USPTO. Predict which catalyst facilitates the given reaction. (1) Reactant: [CH:1]1([NH:8][CH2:9][CH:10]([N:12]([CH2:23][CH2:24][C:25]2[C:33]3[S:32][C:31](=[O:34])[NH:30][C:29]=3[C:28]([OH:35])=[CH:27][CH:26]=2)[C:13](=[O:22])[O:14][CH2:15][C:16]2[CH:21]=[CH:20][CH:19]=[CH:18][CH:17]=2)[CH3:11])[CH2:7][CH2:6][CH2:5][CH2:4][CH2:3][CH2:2]1.C[Si](Cl)(C)C.[C:41](Cl)(=[O:44])[CH:42]=[CH2:43]. Product: [C:41]([N:8]([CH:1]1[CH2:2][CH2:3][CH2:4][CH2:5][CH2:6][CH2:7]1)[CH2:9][CH:10]([N:12]([CH2:23][CH2:24][C:25]1[C:33]2[S:32][C:31](=[O:34])[NH:30][C:29]=2[C:28]([OH:35])=[CH:27][CH:26]=1)[C:13](=[O:22])[O:14][CH2:15][C:16]1[CH:21]=[CH:20][CH:19]=[CH:18][CH:17]=1)[CH3:11])(=[O:44])[CH:42]=[CH2:43]. The catalyst class is: 66. (2) Product: [F:4][CH2:5][CH:6]1[CH2:9][N:8]([CH2:11][CH2:12][OH:13])[CH2:7]1. The catalyst class is: 1. Reactant: [OH-].[Na+].Cl.[F:4][CH2:5][CH:6]1[CH2:9][NH:8][CH2:7]1.Br[CH2:11][CH2:12][OH:13]. (3) Reactant: F[C:2]([F:7])(F)[C:3]([OH:5])=[O:4].[N:8]1[CH:13]=[CH:12][N:11]=[CH:10][C:9]=1[C:14]1([NH2:17])[CH2:16][CH2:15]1.C(N(C(C)C)CC)(C)C.C(O[C:32]([N:34](C)[C:35]([C:37]1[C:38]([C:59]2[CH:64]=CC(F)=[CH:61][CH:60]=2)=[N:39][N:40]2[CH:45]=[CH:44][C:43]([C:46]3[C:47]([CH3:57])=[CH:48][C:49]([O:55][CH3:56])=[C:50]([CH:54]=3)[C:51](O)=[O:52])=[C:42]([F:58])[C:41]=12)=[O:36])=O)(C)(C)C.CN(C(ON1N=NC2C=CC=NC1=2)=[N+](C)C)C.F[P-](F)(F)(F)(F)F.FC(F)(F)C(O)=O. Product: [C:3]([O-:5])(=[O:4])[CH3:2].[NH4+:8].[F:58][C:42]1[C:41]2[N:40]([N:39]=[C:38]([C:59]3[CH:60]=[CH:61][C:2]([F:7])=[CH:3][CH:64]=3)[C:37]=2[C:35]([NH:34][CH3:32])=[O:36])[CH:45]=[CH:44][C:43]=1[C:46]1[CH:54]=[C:50]([C:51](=[O:52])[NH:17][C:14]2([C:9]3[CH:10]=[N:11][CH:12]=[CH:13][N:8]=3)[CH2:16][CH2:15]2)[C:49]([O:55][CH3:56])=[CH:48][C:47]=1[CH3:57]. The catalyst class is: 139. (4) Reactant: Cl[C:2]1[O:3][C:4]([C:7]2[CH:8]=[C:9]3[C:14](=[CH:15][CH:16]=2)[CH:13]=[N:12][CH:11]=[CH:10]3)=[CH:5][N:6]=1.[NH2:17][C:18]1[CH:19]=[C:20]([NH:24][S:25]([CH3:28])(=[O:27])=[O:26])[CH:21]=[CH:22][CH:23]=1. Product: [CH:13]1[C:14]2[C:9](=[CH:8][C:7]([C:4]3[O:3][C:2]([NH:17][C:18]4[CH:19]=[C:20]([NH:24][S:25]([CH3:28])(=[O:27])=[O:26])[CH:21]=[CH:22][CH:23]=4)=[N:6][CH:5]=3)=[CH:16][CH:15]=2)[CH:10]=[CH:11][N:12]=1. The catalyst class is: 41. (5) Reactant: Cl[C:2]1[C:31](Cl)=[CH:30][C:29]2[C:4](=[N:5][C:6]3[C:7]4[C:16]([C:17]5[C:26]([C:27]=3[N:28]=2)=[N:25][C:24]2[C:19](=[CH:20][C:21](Cl)=[C:22](Cl)[CH:23]=2)[N:18]=5)=[N:15][C:14]2[C:9](=[CH:10][C:11](Cl)=[C:12](Cl)[CH:13]=2)[N:8]=4)[CH:3]=1.[CH2:37]([SH:47])[CH2:38][CH2:39][CH2:40][CH2:41][CH2:42][CH2:43][CH2:44][CH2:45][CH3:46].C([O-])([O-])=O.[K+].[K+]. Product: [CH2:37]([S:47][C:2]1[C:31]([S:47][CH2:37][CH2:38][CH2:39][CH2:40][CH2:41][CH2:42][CH2:43][CH2:44][CH2:45][CH3:46])=[CH:30][C:29]2[C:4](=[N:5][C:6]3[C:7]4[C:16]([C:17]5[C:26]([C:27]=3[N:28]=2)=[N:25][C:24]2[C:19](=[CH:20][C:21]([S:47][CH2:37][CH2:38][CH2:39][CH2:40][CH2:41][CH2:42][CH2:43][CH2:44][CH2:45][CH3:46])=[C:22]([S:47][CH2:37][CH2:38][CH2:39][CH2:40][CH2:41][CH2:42][CH2:43][CH2:44][CH2:45][CH3:46])[CH:23]=2)[N:18]=5)=[N:15][C:14]2[C:9](=[CH:10][C:11]([S:47][CH2:37][CH2:38][CH2:39][CH2:40][CH2:41][CH2:42][CH2:43][CH2:44][CH2:45][CH3:46])=[C:12]([S:47][CH2:37][CH2:38][CH2:39][CH2:40][CH2:41][CH2:42][CH2:43][CH2:44][CH2:45][CH3:46])[CH:13]=2)[N:8]=4)[CH:3]=1)[CH2:38][CH2:39][CH2:40][CH2:41][CH2:42][CH2:43][CH2:44][CH2:45][CH3:46]. The catalyst class is: 3. (6) Reactant: [NH2:1][C@H:2]([CH2:19][CH:20]([CH3:22])[CH3:21])[C:3]([NH:5][C:6]1[CH:11]=[CH:10][C:9]([C:12]2[O:16][CH:15]=[N:14][CH:13]=2)=[C:8]([O:17][CH3:18])[CH:7]=1)=[O:4].[Cl:23][C:24]1[CH:31]=[CH:30][C:27]([CH:28]=O)=[CH:26][CH:25]=1.C(N(CC)C(C)C)(C)C.[BH4-].[Na+]. Product: [Cl:23][C:24]1[CH:31]=[CH:30][C:27]([CH2:28][NH:1][C@H:2]([CH2:19][CH:20]([CH3:22])[CH3:21])[C:3]([NH:5][C:6]2[CH:11]=[CH:10][C:9]([C:12]3[O:16][CH:15]=[N:14][CH:13]=3)=[C:8]([O:17][CH3:18])[CH:7]=2)=[O:4])=[CH:26][CH:25]=1. The catalyst class is: 5. (7) Reactant: [C:1]([CH:3]([CH:8]([C:10]1[CH:15]=[CH:14][C:13]([N:16]2[CH2:21][CH2:20][N:19]([CH3:22])[CH2:18][CH2:17]2)=[CH:12][CH:11]=1)[CH3:9])C(OC)=O)#[N:2].[Cl-].[Na+].CS(C)=O. Product: [CH3:22][N:19]1[CH2:20][CH2:21][N:16]([C:13]2[CH:14]=[CH:15][C:10]([CH:8]([CH3:9])[CH2:3][C:1]#[N:2])=[CH:11][CH:12]=2)[CH2:17][CH2:18]1. The catalyst class is: 6. (8) Reactant: [CH3:1][CH:2]([C:4]1[NH:13][C:7]2=[N+:8]([O-])[CH:9]=[CH:10][CH:11]=[C:6]2[CH:5]=1)[CH3:3].CS([Cl:18])(=O)=O.O.[OH-].[Na+]. Product: [Cl:18][C:11]1[CH:10]=[CH:9][N:8]=[C:7]2[NH:13][C:4]([CH:2]([CH3:3])[CH3:1])=[CH:5][C:6]=12. The catalyst class is: 3. (9) Reactant: [CH3:1][N:2]([CH3:30])[C:3]([N:5]([CH3:29])[C:6]1[N:15]=[C:14]([C:16]([NH:18][CH2:19][C:20]2[CH:25]=[CH:24][C:23]([F:26])=[CH:22][CH:21]=2)=[O:17])[C:13]([O:27]C)=[C:12]2[C:7]=1[CH:8]=[CH:9][CH:10]=[N:11]2)=[O:4].B(Br)(Br)Br. Product: [CH3:1][N:2]([CH3:30])[C:3]([N:5]([CH3:29])[C:6]1[N:15]=[C:14]([C:16]([NH:18][CH2:19][C:20]2[CH:21]=[CH:22][C:23]([F:26])=[CH:24][CH:25]=2)=[O:17])[C:13]([OH:27])=[C:12]2[C:7]=1[CH:8]=[CH:9][CH:10]=[N:11]2)=[O:4]. The catalyst class is: 2. (10) Reactant: C(=O)([O-])[O-].[K+].[K+].Cl.Cl[CH2:9][C:10]1[N:11]=[CH:12][S:13][CH:14]=1.[CH3:15][NH:16][C:17]([C:19]1[C:23]2[CH:24]=[C:25]([O:33][CH:34]([CH3:36])[CH3:35])[C:26]([NH:28][S:29]([CH3:32])(=[O:31])=[O:30])=[CH:27][C:22]=2[O:21][C:20]=1[C:37]1[CH:42]=[CH:41][C:40]([F:43])=[CH:39][CH:38]=1)=[O:18].[I-].[K+]. The catalyst class is: 10. Product: [CH3:15][NH:16][C:17]([C:19]1[C:23]2[CH:24]=[C:25]([O:33][CH:34]([CH3:36])[CH3:35])[C:26]([N:28]([S:29]([CH3:32])(=[O:30])=[O:31])[CH2:9][C:10]3[N:11]=[CH:12][S:13][CH:14]=3)=[CH:27][C:22]=2[O:21][C:20]=1[C:37]1[CH:42]=[CH:41][C:40]([F:43])=[CH:39][CH:38]=1)=[O:18].